This data is from Catalyst prediction with 721,799 reactions and 888 catalyst types from USPTO. The task is: Predict which catalyst facilitates the given reaction. (1) Reactant: [Cl:1][C:2]1[CH:7]=[CH:6][N:5]2[C:8]([C:20]#[N:21])=[C:9]([CH2:11][NH:12]C(=O)OC(C)(C)C)[N:10]=[C:4]2[CH:3]=1. The catalyst class is: 425. Product: [NH2:12][CH2:11][C:9]1[N:10]=[C:4]2[CH:3]=[C:2]([Cl:1])[CH:7]=[CH:6][N:5]2[C:8]=1[C:20]#[N:21]. (2) Reactant: [CH3:1][C:2]1([C:18](OC)=[O:19])[CH2:17][CH2:16][CH2:15][C:4]2([O:8][C:7](=[O:9])[N:6]([CH2:10][C:11]([CH3:14])([CH3:13])[CH3:12])[CH2:5]2)[CH2:3]1.[H-].[Al+3].[Li+].[H-].[H-].[H-]. The catalyst class is: 1. Product: [OH:19][CH2:18][C:2]1([CH3:1])[CH2:17][CH2:16][CH2:15][C:4]2([O:8][C:7](=[O:9])[N:6]([CH2:10][C:11]([CH3:13])([CH3:14])[CH3:12])[CH2:5]2)[CH2:3]1. (3) Reactant: [C:1]([C:5]1[CH:10]=[CH:9][C:8]([OH:11])=[CH:7][CH:6]=1)([CH3:4])([CH3:3])[CH3:2].[OH-].[Na+:13]. Product: [C:1]([C:5]1[CH:6]=[CH:7][C:8]([O-:11])=[CH:9][CH:10]=1)([CH3:4])([CH3:2])[CH3:3].[Na+:13]. The catalyst class is: 6.